This data is from Forward reaction prediction with 1.9M reactions from USPTO patents (1976-2016). The task is: Predict the product of the given reaction. (1) Given the reactants [Cl:1][C:2]1[CH:3]=[CH:4][C:5]([O:11][C:12]2[CH:17]=[CH:16][C:15]([F:18])=[CH:14][N:13]=2)=[C:6]([CH:10]=1)[C:7]([OH:9])=O.Cl.[NH2:20][C@H:21]([C:23]1[CH:32]=[CH:31][C:26]([C:27]([O:29]C)=[O:28])=[CH:25][CH:24]=1)[CH3:22], predict the reaction product. The product is: [Cl:1][C:2]1[CH:3]=[CH:4][C:5]([O:11][C:12]2[CH:17]=[CH:16][C:15]([F:18])=[CH:14][N:13]=2)=[C:6]([CH:10]=1)[C:7]([NH:20][C@H:21]([C:23]1[CH:32]=[CH:31][C:26]([C:27]([OH:29])=[O:28])=[CH:25][CH:24]=1)[CH3:22])=[O:9]. (2) Given the reactants [Cl:1][C:2]1[N:7]=[C:6]([CH3:8])[CH:5]=[CH:4][N:3]=1.[Cl:9]N1C(=O)CCC1=O.C(OOC(=O)C1C=CC=CC=1)(=O)C1C=CC=CC=1, predict the reaction product. The product is: [Cl:1][C:2]1[N:7]=[C:6]([CH2:8][Cl:9])[CH:5]=[CH:4][N:3]=1. (3) Given the reactants C([Al]CC(C)C)C(C)C.[Br:10][C:11]1[CH:20]=[CH:19][C:18]2[N:17]=[CH:16][CH:15]=[CH:14][C:13]=2[C:12]=1[C:21]#N.S(=O)(=O)(O)[OH:24].C(=O)([O-])O, predict the reaction product. The product is: [Br:10][C:11]1[CH:20]=[CH:19][C:18]2[N:17]=[CH:16][CH:15]=[CH:14][C:13]=2[C:12]=1[CH:21]=[O:24]. (4) The product is: [CH3:1][C@H:2]1[CH2:3][CH2:4][C@H:5]([NH:8][C:9]([C:11]2[CH:12]=[N:13][C:14]3[C:19]([CH:20]=2)=[CH:18][CH:17]=[C:16]([C:22]([F:25])([F:23])[F:24])[CH:15]=3)=[O:10])[CH2:6][CH2:7]1. Given the reactants [CH3:1][C@H:2]1[CH2:7][CH2:6][C@H:5]([NH:8][C:9]([C:11]2[CH:12]=[N:13][C:14]3[C:19]([C:20]=2Cl)=[CH:18][CH:17]=[C:16]([C:22]([F:25])([F:24])[F:23])[CH:15]=3)=[O:10])[CH2:4][CH2:3]1, predict the reaction product. (5) Given the reactants [ClH:1].C(OC([N:9]1[CH2:14][CH2:13][C:12]([F:17])([CH2:15][OH:16])[CH2:11][CH2:10]1)=O)(C)(C)C, predict the reaction product. The product is: [ClH:1].[F:17][C:12]1([CH2:15][OH:16])[CH2:13][CH2:14][NH:9][CH2:10][CH2:11]1. (6) Given the reactants C([O:4][CH2:5][CH2:6][C:7]1[CH:8]=[CH:9][CH:10]=[C:11]2[C:15]=1[NH:14][CH:13]=[C:12]2[C:16](=[O:35])[CH:17]([C:27]1[CH:32]=[N:31][C:30]([O:33][CH3:34])=[CH:29][N:28]=1)[NH:18][C:19]1[CH:20]=[N:21][CH:22]=[C:23]([O:25][CH3:26])[CH:24]=1)(=O)C.C(=O)([O-])[O-].[K+].[K+], predict the reaction product. The product is: [OH:4][CH2:5][CH2:6][C:7]1[CH:8]=[CH:9][CH:10]=[C:11]2[C:15]=1[NH:14][CH:13]=[C:12]2[C:16](=[O:35])[CH:17]([C:27]1[CH:32]=[N:31][C:30]([O:33][CH3:34])=[CH:29][N:28]=1)[NH:18][C:19]1[CH:20]=[N:21][CH:22]=[C:23]([O:25][CH3:26])[CH:24]=1. (7) Given the reactants [CH3:1][N:2]1[C:7](=[O:8])[C:6]2[C:9]([CH2:23][CH2:24][C:25](O)=[O:26])=[C:10]([CH2:12][C:13]3[CH:18]=[CH:17][CH:16]=[CH:15][C:14]=3[C:19]([F:22])([F:21])[F:20])[S:11][C:5]=2[N:4]([CH2:28][CH:29]([CH3:31])[CH3:30])[C:3]1=[O:32], predict the reaction product. The product is: [CH3:12][CH2:10][CH2:9][CH:6]([CH3:7])[CH3:5].[OH:26][CH2:25][CH2:24][CH2:23][C:9]1[C:6]2[C:7](=[O:8])[N:2]([CH3:1])[C:3](=[O:32])[N:4]([CH2:28][CH:29]([CH3:31])[CH3:30])[C:5]=2[S:11][C:10]=1[CH2:12][C:13]1[CH:18]=[CH:17][CH:16]=[CH:15][C:14]=1[C:19]([F:20])([F:21])[F:22]. (8) Given the reactants C([N:8]1[CH2:29][CH2:28][C:11]2([C:15](=[O:16])[N:14]([C:17]3[CH:22]=[CH:21][C:20]([O:23][C:24]([F:27])([F:26])[F:25])=[CH:19][CH:18]=3)[CH2:13][CH2:12]2)[CH:10]([OH:30])[CH2:9]1)C1C=CC=CC=1.C(O)(=O)C.[OH-].[Na+], predict the reaction product. The product is: [OH:30][CH:10]1[CH2:9][NH:8][CH2:29][CH2:28][C:11]21[C:15](=[O:16])[N:14]([C:17]1[CH:22]=[CH:21][C:20]([O:23][C:24]([F:27])([F:25])[F:26])=[CH:19][CH:18]=1)[CH2:13][CH2:12]2.